From a dataset of Peptide-MHC class I binding affinity with 185,985 pairs from IEDB/IMGT. Regression. Given a peptide amino acid sequence and an MHC pseudo amino acid sequence, predict their binding affinity value. This is MHC class I binding data. The peptide sequence is APSYRNFSF. The MHC is HLA-B40:01 with pseudo-sequence HLA-B40:01. The binding affinity (normalized) is 0.0847.